Dataset: Full USPTO retrosynthesis dataset with 1.9M reactions from patents (1976-2016). Task: Predict the reactants needed to synthesize the given product. (1) Given the product [NH2:1][C:2]1[C:3]([F:23])=[CH:4][C:5]([Cl:22])=[C:6]([C:8]2[C:9](=[O:21])[N:10]([CH2:19][CH3:20])[C:11]3[C:16]([CH:17]=2)=[CH:15][N:14]=[C:13]([NH:28][CH2:27][CH2:26][O:25][CH3:24])[CH:12]=3)[CH:7]=1, predict the reactants needed to synthesize it. The reactants are: [NH2:1][C:2]1[C:3]([F:23])=[CH:4][C:5]([Cl:22])=[C:6]([C:8]2[C:9](=[O:21])[N:10]([CH2:19][CH3:20])[C:11]3[C:16]([CH:17]=2)=[CH:15][N:14]=[C:13](Cl)[CH:12]=3)[CH:7]=1.[CH3:24][O:25][CH2:26][CH2:27][NH2:28]. (2) The reactants are: Br[C:2]1[CH:3]=[C:4]2[C:8](=[CH:9][CH:10]=1)[N:7]([C:11]1[CH:16]=[CH:15][N:14]=[C:13]([NH2:17])[N:12]=1)[CH:6]=[CH:5]2.[OH2:18]. Given the product [NH2:17][C:13]1[N:12]=[C:11]([N:7]2[C:8]3[C:4](=[CH:3][C:2]([C:6]([NH:7][C:8]4[CH:9]=[CH:10][CH:2]=[CH:3][CH:4]=4)=[O:18])=[CH:10][CH:9]=3)[CH:5]=[CH:6]2)[CH:16]=[CH:15][N:14]=1, predict the reactants needed to synthesize it. (3) The reactants are: [CH2:1]([O:3][C:4]1[CH:9]=[C:8]([N+:10]([O-])=O)[CH:7]=[CH:6][C:5]=1[F:13])[CH3:2].C(O)C. Given the product [CH2:1]([O:3][C:4]1[CH:9]=[C:8]([CH:7]=[CH:6][C:5]=1[F:13])[NH2:10])[CH3:2], predict the reactants needed to synthesize it. (4) The reactants are: [CH3:1][NH:2][CH2:3][C:4]1[CH:5]=[C:6]2[C:10](=[CH:11][CH:12]=1)[N:9]([CH3:13])[CH:8]=[CH:7]2.Cl.[O:15]=[C:16]1[NH:25][C:24]2[N:23]=[CH:22][C:21](/[CH:26]=[CH:27]/[C:28](O)=[O:29])=[CH:20][C:19]=2[CH2:18][CH2:17]1. Given the product [CH3:1][N:2]([CH2:3][C:4]1[CH:5]=[C:6]2[C:10](=[CH:11][CH:12]=1)[N:9]([CH3:13])[CH:8]=[CH:7]2)[C:28](=[O:29])[CH:27]=[CH:26][C:21]1[CH:22]=[N:23][C:24]2[NH:25][C:16](=[O:15])[CH2:17][CH2:18][C:19]=2[CH:20]=1, predict the reactants needed to synthesize it. (5) Given the product [N+:6]([CH2:9][CH2:2][CH2:1][C:3](=[O:4])[CH3:5])([O-:8])=[O:7], predict the reactants needed to synthesize it. The reactants are: [CH:1]([C:3]([CH3:5])=[O:4])=[CH2:2].[N+:6]([CH3:9])([O-:8])=[O:7].[F-].[K+]. (6) Given the product [CH3:1][N:2]1[CH:6]=[C:5]([C:7]2[N:12]=[C:11]3[N:13]([CH2:16][C@H:17]4[O:18][CH2:19][CH2:20][N:21]([C:23]5[N:24]=[CH:25][C:26]([O:29][CH2:32][CH2:33][N:34]6[CH2:39][CH2:38][O:37][CH2:36][CH2:35]6)=[CH:27][N:28]=5)[CH2:22]4)[N:14]=[N:15][C:10]3=[N:9][CH:8]=2)[CH:4]=[N:3]1, predict the reactants needed to synthesize it. The reactants are: [CH3:1][N:2]1[CH:6]=[C:5]([C:7]2[N:12]=[C:11]3[N:13]([CH2:16][C@@H:17]4[CH2:22][N:21]([C:23]5[N:28]=[CH:27][C:26]([OH:29])=[CH:25][N:24]=5)[CH2:20][CH2:19][O:18]4)[N:14]=[N:15][C:10]3=[N:9][CH:8]=2)[CH:4]=[N:3]1.Cl.Cl[CH2:32][CH2:33][N:34]1[CH2:39][CH2:38][O:37][CH2:36][CH2:35]1.C(=O)([O-])[O-].[K+].[K+]. (7) The reactants are: C(OC([N:8]([CH2:47][CH2:48][NH:49]C(OC(C)(C)C)=O)[CH:9]1[CH2:12][CH:11]([CH2:13][C:14]([NH:16][C@H:17]([B:34]2[O:42]C3C(C)(C4CC(C3)C4(C)C)[O:35]2)[CH2:18][C:19]2[C:20](OC)=[C:21]([CH:29]=[CH:30][CH:31]=2)[C:22]([O:24]C(C)(C)C)=[O:23])=[O:15])[CH2:10]1)=O)(C)(C)C.B(Cl)(Cl)Cl. Given the product [NH2:49][CH2:48][CH2:47][NH:8][CH:9]1[CH2:12][CH:11]([CH2:13][C:14]([NH:16][C@H:17]2[CH2:18][C:19]3[CH:31]=[CH:30][CH:29]=[C:21]([C:22]([OH:24])=[O:23])[C:20]=3[O:35][B:34]2[OH:42])=[O:15])[CH2:10]1, predict the reactants needed to synthesize it.